Regression. Given two drug SMILES strings and cell line genomic features, predict the synergy score measuring deviation from expected non-interaction effect. From a dataset of NCI-60 drug combinations with 297,098 pairs across 59 cell lines. (1) Synergy scores: CSS=-5.72, Synergy_ZIP=-1.31, Synergy_Bliss=-12.3, Synergy_Loewe=-70.0, Synergy_HSA=-15.3. Drug 1: CN(C)C1=NC(=NC(=N1)N(C)C)N(C)C. Cell line: MOLT-4. Drug 2: C1=NC2=C(N=C(N=C2N1C3C(C(C(O3)CO)O)O)F)N. (2) Drug 1: CC1C(C(CC(O1)OC2CC(CC3=C2C(=C4C(=C3O)C(=O)C5=C(C4=O)C(=CC=C5)OC)O)(C(=O)C)O)N)O.Cl. Drug 2: CCC(=C(C1=CC=CC=C1)C2=CC=C(C=C2)OCCN(C)C)C3=CC=CC=C3.C(C(=O)O)C(CC(=O)O)(C(=O)O)O. Cell line: NCI-H322M. Synergy scores: CSS=5.03, Synergy_ZIP=-0.891, Synergy_Bliss=-0.582, Synergy_Loewe=-5.10, Synergy_HSA=-1.34.